This data is from Full USPTO retrosynthesis dataset with 1.9M reactions from patents (1976-2016). The task is: Predict the reactants needed to synthesize the given product. (1) Given the product [C:17]([OH:19])(=[O:18])[CH2:16][CH2:11][CH2:10][CH2:9][CH2:23][CH2:4][CH2:3][CH2:2][C:1]([OH:8])=[O:7], predict the reactants needed to synthesize it. The reactants are: [C:1]([OH:8])(=[O:7])/[CH:2]=[CH:3]\[C:4](O)=O.[C:9](O)(=O)[CH2:10][C:11]([CH2:16][C:17]([OH:19])=[O:18])(C(O)=O)O.O[CH2:23]C(CO)O. (2) Given the product [OH:1][C@H:2]1[CH2:7][CH2:6][C@@:5]([C@H:9]2[CH2:17][CH2:16][C@@:15]3([CH3:18])[C@@H:11]([CH2:12][CH2:13][C:14]3=[O:33])[C@@H:10]2[CH2:20][NH:21][C:22](=[O:28])[O:23][C:24]([CH3:26])([CH3:25])[CH3:27])([CH3:8])[C@@H:4]([CH2:29][OH:30])[CH2:3]1, predict the reactants needed to synthesize it. The reactants are: [OH:1][C@H:2]1[CH2:7][CH2:6][C@@:5]([C@H:9]2[CH2:17][CH2:16][C@@:15]3([CH3:18])[C@@H:11]([CH2:12][CH2:13][C:14]3=C)[C@@H:10]2[CH2:20][NH:21][C:22](=[O:28])[O:23][C:24]([CH3:27])([CH3:26])[CH3:25])([CH3:8])[C@@H:4]([CH2:29][OH:30])[CH2:3]1.O=O.[O:33]=[O+][O-].CSC. (3) Given the product [F:37][C:31]1[CH:30]=[C:29]2[C:34]([C:35](=[O:36])[N:26]([NH:25][C:10](=[O:12])[CH2:9][CH2:8][C:4]3[CH:5]=[CH:6][CH:7]=[C:2]([F:1])[CH:3]=3)[C:27]([N:38]3[CH2:39][CH2:40][CH2:41][CH2:42]3)=[N:28]2)=[CH:33][CH:32]=1, predict the reactants needed to synthesize it. The reactants are: [F:1][C:2]1[CH:3]=[C:4]([CH2:8][CH2:9][C:10]([OH:12])=O)[CH:5]=[CH:6][CH:7]=1.C(Cl)(=O)C(Cl)=O.N1C=CC=CC=1.[NH2:25][N:26]1[C:35](=[O:36])[C:34]2[C:29](=[CH:30][C:31]([F:37])=[CH:32][CH:33]=2)[N:28]=[C:27]1[N:38]1[CH2:42][CH2:41][CH2:40][CH2:39]1. (4) The reactants are: [NH:1]1[C:9]2[C:4](=[CH:5][C:6]([C:10]([NH:12][NH2:13])=[O:11])=[CH:7][CH:8]=2)[CH:3]=[N:2]1.[C:14](=S)=[S:15].C(N(CC)CC)C.Cl. Given the product [NH:1]1[C:9]2[C:4](=[CH:5][C:6]([C:10]3[O:11][C:14]([SH:15])=[N:13][N:12]=3)=[CH:7][CH:8]=2)[CH:3]=[N:2]1, predict the reactants needed to synthesize it. (5) Given the product [CH2:1]([C:3]1[CH:8]=[CH:7][C:6]([NH:9][C:10]2[C:18]([F:19])=[C:17]([F:20])[CH:16]=[CH:15][C:11]=2[C:12]([OH:14])=[O:13])=[C:5]([F:21])[CH:4]=1)[CH3:2], predict the reactants needed to synthesize it. The reactants are: [C:1]([C:3]1[CH:8]=[CH:7][C:6]([NH:9][C:10]2[C:18]([F:19])=[C:17]([F:20])[CH:16]=[CH:15][C:11]=2[C:12]([OH:14])=[O:13])=[C:5]([F:21])[CH:4]=1)#[CH:2]. (6) Given the product [CH:3]([O:8][CH3:15])([C:4]([F:7])([F:6])[F:5])[C:2]([F:10])([F:9])[F:1], predict the reactants needed to synthesize it. The reactants are: [F:1][C:2]([F:10])([F:9])[CH:3]([OH:8])[C:4]([F:7])([F:6])[F:5].S(OC)(O[CH3:15])(=O)=O.[OH-].[Na+]. (7) Given the product [OH:17][C:12]1[CH:13]=[CH:14][CH:15]=[CH:16][C:11]=1[C:9]1[N:8]([CH3:18])[N:7]=[C:6]([C:4]([OH:5])=[O:3])[CH:10]=1, predict the reactants needed to synthesize it. The reactants are: C([O:3][C:4]([C:6]1[CH:10]=[C:9]([C:11]2[CH:16]=[CH:15][CH:14]=[CH:13][C:12]=2[OH:17])[N:8]([CH3:18])[N:7]=1)=[O:5])C.CO.O[Li].O.Cl.